From a dataset of Full USPTO retrosynthesis dataset with 1.9M reactions from patents (1976-2016). Predict the reactants needed to synthesize the given product. (1) Given the product [CH3:24][O:23][C:17]1[CH:16]=[C:15]([N:13]([CH3:14])[C:11]2[C:10]3[C:5](=[CH:6][CH:7]=[CH:8][CH:9]=3)[N:4]=[C:3]([N:28]([CH3:29])[CH3:27])[N:12]=2)[CH:20]=[CH:19][C:18]=1[O:21][CH3:22], predict the reactants needed to synthesize it. The reactants are: Cl.Cl[C:3]1[N:12]=[C:11]([N:13]([C:15]2[CH:20]=[CH:19][C:18]([O:21][CH3:22])=[C:17]([O:23][CH3:24])[CH:16]=2)[CH3:14])[C:10]2[C:5](=[CH:6][CH:7]=[CH:8][CH:9]=2)[N:4]=1.[F-].[NH4+].[CH3:27][N:28](C=O)[CH3:29]. (2) Given the product [CH3:8][C:7]1[C:2]([C:14]2[CH:15]=[CH:16][C:17]3[C:22](=[CH:21][CH:20]=[CH:19][CH:18]=3)[CH:13]=2)=[C:3]([CH3:12])[C:4]([CH3:11])=[C:5]([CH3:10])[C:6]=1[CH3:9], predict the reactants needed to synthesize it. The reactants are: Br[C:2]1[C:7]([CH3:8])=[C:6]([CH3:9])[C:5]([CH3:10])=[C:4]([CH3:11])[C:3]=1[CH3:12].[CH:13]1[C:22]2[C:17](=[CH:18][CH:19]=[CH:20][CH:21]=2)[CH:16]=[CH:15][C:14]=1B(O)O.P([O-])([O-])([O-])=O.[K+].[K+].[K+].N#N.C1(C)C=CC=CC=1P. (3) Given the product [CH3:1][O:2][C:3]1[CH:10]=[C:9]([O:11][CH3:12])[CH:8]=[CH:7][C:4]=1[CH2:5][NH:13][C:14]1[S:15][CH:16]=[CH:17][N:18]=1, predict the reactants needed to synthesize it. The reactants are: [CH3:1][O:2][C:3]1[CH:10]=[C:9]([O:11][CH3:12])[CH:8]=[CH:7][C:4]=1[CH:5]=O.[NH2:13][C:14]1[S:15][CH:16]=[CH:17][N:18]=1.[BH4-].[Na+].CO. (4) The reactants are: [C:1]1([CH2:11][CH2:12][CH2:13][C:14]([OH:16])=O)[C:10]2[C:5](=[CH:6][CH:7]=[CH:8][CH:9]=2)[CH:4]=[CH:3][CH:2]=1.S(Cl)([Cl:19])=O. Given the product [C:1]1([CH2:11][CH2:12][CH2:13][C:14]([Cl:19])=[O:16])[C:10]2[C:5](=[CH:6][CH:7]=[CH:8][CH:9]=2)[CH:4]=[CH:3][CH:2]=1, predict the reactants needed to synthesize it. (5) The reactants are: Br[C:2]1[C:10]2[C:5](=[N:6][CH:7]=[CH:8][CH:9]=2)[NH:4][C:3]=1[C:11]([O:13][CH3:14])=[O:12].Cl.[NH2:16][C:17]1[CH:22]=[CH:21][C:20](B(O)O)=[CH:19][CH:18]=1.[Cl-].[Li+].C(=O)([O-])[O-].[Na+].[Na+]. Given the product [NH2:16][C:17]1[CH:22]=[CH:21][C:20]([C:2]2[C:10]3[C:5](=[N:6][CH:7]=[CH:8][CH:9]=3)[NH:4][C:3]=2[C:11]([O:13][CH3:14])=[O:12])=[CH:19][CH:18]=1, predict the reactants needed to synthesize it.